Dataset: TCR-epitope binding with 47,182 pairs between 192 epitopes and 23,139 TCRs. Task: Binary Classification. Given a T-cell receptor sequence (or CDR3 region) and an epitope sequence, predict whether binding occurs between them. (1) The epitope is LVLSVNPYV. The TCR CDR3 sequence is CASSHPTGKQYF. Result: 1 (the TCR binds to the epitope). (2) The epitope is KLMNIQQKL. The TCR CDR3 sequence is CSARPSGGVSAYEQYF. Result: 0 (the TCR does not bind to the epitope). (3) The epitope is LLWNGPMAV. The TCR CDR3 sequence is CSVGGGGAGVETQYF. Result: 1 (the TCR binds to the epitope). (4) The epitope is YLDAYNMMI. The TCR CDR3 sequence is CASSQGGHYEQYF. Result: 1 (the TCR binds to the epitope). (5) The TCR CDR3 sequence is CATSDSEPQETQYF. Result: 0 (the TCR does not bind to the epitope). The epitope is KAYNVTQAF. (6) The epitope is ILHCANFNV. The TCR CDR3 sequence is CASSFGGNTIYF. Result: 1 (the TCR binds to the epitope). (7) The epitope is YVFCTVNAL. The TCR CDR3 sequence is CASSLGQGPYEQYF. Result: 0 (the TCR does not bind to the epitope). (8) The epitope is SEVGPEHSLAEY. The TCR CDR3 sequence is CASSYTRQKEQFF. Result: 0 (the TCR does not bind to the epitope).